The task is: Predict the reactants needed to synthesize the given product.. This data is from Full USPTO retrosynthesis dataset with 1.9M reactions from patents (1976-2016). (1) Given the product [NH2:1][C:2]1[N:3]=[C:4]([NH:17][CH:18]2[CH2:23][CH2:22][N:21]([S:30]([C:26]3[CH:25]=[N:24][CH:29]=[CH:28][CH:27]=3)(=[O:32])=[O:31])[CH2:20][CH2:19]2)[S:5][C:6]=1[C:7]([C:9]1[C:14]([F:15])=[CH:13][CH:12]=[CH:11][C:10]=1[F:16])=[O:8], predict the reactants needed to synthesize it. The reactants are: [NH2:1][C:2]1[N:3]=[C:4]([NH:17][CH:18]2[CH2:23][CH2:22][NH:21][CH2:20][CH2:19]2)[S:5][C:6]=1[C:7]([C:9]1[C:14]([F:15])=[CH:13][CH:12]=[CH:11][C:10]=1[F:16])=[O:8].[N:24]1[CH:29]=[CH:28][CH:27]=[C:26]([S:30](Cl)(=[O:32])=[O:31])[CH:25]=1. (2) The reactants are: [C:1]1([C:7]2[O:11][N:10]=[C:9]([C:12]([OH:14])=O)[CH:8]=2)[CH:6]=[CH:5][CH:4]=[CH:3][CH:2]=1.C1N=CN(C(N2C=NC=C2)=O)C=1.[NH2:27][CH2:28][CH2:29][NH:30][C:31](=[O:37])[O:32][C:33]([CH3:36])([CH3:35])[CH3:34].CCN(C(C)C)C(C)C. Given the product [C:1]1([C:7]2[O:11][N:10]=[C:9]([C:12]([NH:27][CH2:28][CH2:29][NH:30][C:31](=[O:37])[O:32][C:33]([CH3:35])([CH3:34])[CH3:36])=[O:14])[CH:8]=2)[CH:2]=[CH:3][CH:4]=[CH:5][CH:6]=1, predict the reactants needed to synthesize it. (3) Given the product [C:11]([O:14][C:15](=[O:16])[NH:1][C:2]1[CH:9]=[CH:8][CH:7]=[CH:6][C:3]=1[CH2:4][OH:5])([CH3:13])([CH3:12])[CH3:10], predict the reactants needed to synthesize it. The reactants are: [NH2:1][C:2]1[CH:9]=[CH:8][CH:7]=[CH:6][C:3]=1[CH2:4][OH:5].[CH3:10][C:11]([O:14][C:15](O[C:15]([O:14][C:11]([CH3:13])([CH3:12])[CH3:10])=[O:16])=[O:16])([CH3:13])[CH3:12]. (4) Given the product [F:1][C:2]([F:40])([F:39])[C:3]1[CH:4]=[C:5]([CH:32]=[C:33]([C:35]([F:38])([F:37])[F:36])[CH:34]=1)[CH2:6][N:7]([CH2:15][C:16]1[C:17]([N:24]([CH2:28][CH:29]2[CH2:31][CH2:30]2)[CH2:25][CH2:26][CH3:27])=[N:18][C:19]([O:22][CH3:23])=[N:20][CH:21]=1)[C:8]1[N:13]=[CH:12][C:11]([OH:43])=[CH:10][N:9]=1, predict the reactants needed to synthesize it. The reactants are: [F:1][C:2]([F:40])([F:39])[C:3]1[CH:4]=[C:5]([CH:32]=[C:33]([C:35]([F:38])([F:37])[F:36])[CH:34]=1)[CH2:6][N:7]([CH2:15][C:16]1[C:17]([N:24]([CH2:28][CH:29]2[CH2:31][CH2:30]2)[CH2:25][CH2:26][CH3:27])=[N:18][C:19]([O:22][CH3:23])=[N:20][CH:21]=1)[C:8]1[N:13]=[CH:12][C:11](Br)=[CH:10][N:9]=1.CS(C)=[O:43].